This data is from Peptide-MHC class II binding affinity with 134,281 pairs from IEDB. The task is: Regression. Given a peptide amino acid sequence and an MHC pseudo amino acid sequence, predict their binding affinity value. This is MHC class II binding data. The peptide sequence is MGDDHFWAVRGGGGE. The MHC is DRB1_1201 with pseudo-sequence DRB1_1201. The binding affinity (normalized) is 0.230.